From a dataset of Reaction yield outcomes from USPTO patents with 853,638 reactions. Predict the reaction yield, written as a fraction of the theoretical maximum amount of product (1.0 means a 100% yield; for example, 0.34 means a 34% yield). (1) The reactants are [Cl:1][C:2]1[CH:7]=[CH:6][CH:5]=[CH:4][C:3]=1[S:8](Cl)(=[O:10])=[O:9].[N:12]1C=CC=CC=1.[NH2:18][C:19]1[CH:20]=[C:21]([N:28]2[CH2:33][CH2:32][CH:31](NC(=O)OC(C)(C)C)[CH2:30][CH2:29]2)[C:22]2[O:26][CH:25]=[CH:24][C:23]=2[CH:27]=1. The catalyst is C(Cl)Cl. The product is [ClH:1].[NH2:12][CH:33]1[CH2:32][CH2:31][CH2:30][CH2:29][N:28]1[C:21]1[C:22]2[O:26][CH:25]=[CH:24][C:23]=2[CH:27]=[C:19]([NH:18][S:8]([C:3]2[CH:4]=[CH:5][CH:6]=[CH:7][C:2]=2[Cl:1])(=[O:10])=[O:9])[CH:20]=1. The yield is 0.500. (2) The reactants are [C:1]([O:5][C:6]([N-:8][S:9]([N:12]1[CH:17]=[CH:16][C:15](=[N+](C)C)[CH:14]=[CH:13]1)(=[O:11])=[O:10])=[O:7])([CH3:4])([CH3:3])[CH3:2].NCCCC[C@H]1[C:37](=[O:38])[NH:36][C@H:35]([CH2:39][C:40]2[CH:45]=[CH:44][C:43]([C:46]([F:49])([F:48])[F:47])=[CH:42][CH:41]=2)[C:34](=[O:50])[NH:33][C@@H:32]([CH:51]([CH2:53][CH3:54])[CH3:52])[C:31](=[O:55])[N:30]2[CH2:56][CH2:57][CH2:58][C@@H:29]2[C:28](=[O:59])[NH:27]1. The catalyst is C(Cl)Cl. The product is [CH:51]([C@H:32]1[C:31](=[O:55])[N:30]2[CH2:56][CH2:57][CH2:58][C@@H:29]2[C:28](=[O:59])[NH:27][C@@H:13]([CH2:14][CH2:15][CH2:16][CH2:17][NH:12][S:9]([NH:8][C:6](=[O:7])[O:5][C:1]([CH3:2])([CH3:3])[CH3:4])(=[O:10])=[O:11])[C:37](=[O:38])[NH:36][C@H:35]([CH2:39][C:40]2[CH:45]=[CH:44][C:43]([C:46]([F:47])([F:48])[F:49])=[CH:42][CH:41]=2)[C:34](=[O:50])[NH:33]1)([CH2:53][CH3:54])[CH3:52]. The yield is 0.430. (3) The reactants are [Cl:1][C:2]1[C:3]([O:11][CH2:12][CH3:13])=[C:4]([CH:8]=[CH:9][CH:10]=1)[CH2:5][NH:6][CH3:7].CNCC1C=CC2C(=CC=CC=2)C=1CCC.Cl.[N:31]1([CH2:37][CH2:38][N:39]2[CH2:44][C:43]3[CH:45]=[C:46](/[CH:49]=[CH:50]/[C:51]([OH:53])=O)[CH:47]=[N:48][C:42]=3[NH:41][C:40]2=[O:54])[CH2:36][CH2:35][O:34][CH2:33][CH2:32]1.Cl.CN1CC2C=C(/C=C/C(O)=O)C=NC=2NC(=O)C1. No catalyst specified. The product is [ClH:1].[Cl:1][C:2]1[C:3]([O:11][CH2:12][CH3:13])=[C:4]([CH:8]=[CH:9][CH:10]=1)[CH2:5][N:6]([CH3:7])[C:51](=[O:53])/[CH:50]=[CH:49]/[C:46]1[CH:47]=[N:48][C:42]2[NH:41][C:40](=[O:54])[N:39]([CH2:38][CH2:37][N:31]3[CH2:32][CH2:33][O:34][CH2:35][CH2:36]3)[CH2:44][C:43]=2[CH:45]=1. The yield is 0.600. (4) The yield is 0.650. The catalyst is C(#N)C. The product is [C:1]([C:4]1[C:22](=[O:23])[C@@:8]2([CH3:24])[C:9]3[C:15]([OH:16])=[CH:14][C:13]([O:17][CH3:18])=[C:12]([C:19]([NH:21][CH2:44][C:28]4[C:29]5[C:34](=[CH:33][CH:32]=[CH:31][CH:30]=5)[C:35]([O:38][CH2:39][C:40]#[C:41][CH2:42][CH3:43])=[C:36]([CH3:37])[C:27]=4[CH3:26])=[O:20])[C:10]=3[O:11][C:7]2=[CH:6][C:5]=1[OH:25])(=[O:3])[CH3:2]. The reactants are [C:1]([C:4]1[C:22](=[O:23])[C@@:8]2([CH3:24])[C:9]3[C:15]([OH:16])=[CH:14][C:13]([O:17][CH3:18])=[C:12]([C:19]([NH2:21])=[O:20])[C:10]=3[O:11][C:7]2=[CH:6][C:5]=1[OH:25])(=[O:3])[CH3:2].[CH3:26][C:27]1[C:36]([CH3:37])=[C:35]([O:38][CH2:39][C:40]#[C:41][CH2:42][CH3:43])[C:34]2[C:29](=[CH:30][CH:31]=[CH:32][CH:33]=2)[C:28]=1[CH:44]=O.C([SiH](CC)CC)C.FC(F)(F)C(O)=O. (5) The reactants are [Cl:1][C:2]1[CH:7]=[CH:6][C:5]([N:8]2[CH2:13][CH2:12][N:11]([C:14](=[O:26])[CH2:15][N:16]3[C:20]4=[N:21][CH:22]=[CH:23][CH:24]=[C:19]4[C:18](I)=[N:17]3)[CH2:10][CH2:9]2)=[CH:4][C:3]=1[O:27][CH3:28].[CH3:29][N:30](C=O)C.O. The product is [Cl:1][C:2]1[CH:7]=[CH:6][C:5]([N:8]2[CH2:13][CH2:12][N:11]([C:14](=[O:26])[CH2:15][N:16]3[C:20]4=[N:21][CH:22]=[CH:23][CH:24]=[C:19]4[C:18]([C:29]#[N:30])=[N:17]3)[CH2:10][CH2:9]2)=[CH:4][C:3]=1[O:27][CH3:28]. The catalyst is CCOC(C)=O.C1C=CC(P(C2C=CC=CC=2)[C-]2C=CC=C2)=CC=1.C1C=CC(P(C2C=CC=CC=2)[C-]2C=CC=C2)=CC=1.[Fe+2].[C-]#N.[C-]#N.[Zn+2].C1C=CC(/C=C/C(/C=C/C2C=CC=CC=2)=O)=CC=1.C1C=CC(/C=C/C(/C=C/C2C=CC=CC=2)=O)=CC=1.C1C=CC(/C=C/C(/C=C/C2C=CC=CC=2)=O)=CC=1.[Pd].[Pd]. The yield is 0.930.